Dataset: Peptide-MHC class II binding affinity with 134,281 pairs from IEDB. Task: Regression. Given a peptide amino acid sequence and an MHC pseudo amino acid sequence, predict their binding affinity value. This is MHC class II binding data. (1) The peptide sequence is EDLVRAYHSMSSTHE. The MHC is DRB3_0202 with pseudo-sequence DRB3_0202. The binding affinity (normalized) is 0.228. (2) The peptide sequence is YMPDVLEKLELLQRR. The MHC is DRB3_0101 with pseudo-sequence DRB3_0101. The binding affinity (normalized) is 0.635. (3) The peptide sequence is VRNCDLPVWLSWQVA. The MHC is HLA-DQA10201-DQB10301 with pseudo-sequence HLA-DQA10201-DQB10301. The binding affinity (normalized) is 0.391.